Dataset: Full USPTO retrosynthesis dataset with 1.9M reactions from patents (1976-2016). Task: Predict the reactants needed to synthesize the given product. (1) Given the product [CH3:15][O:14][N:13]=[C:11]1[CH2:12][N:8]([C:6]([NH:19][C:22]2[CH:27]=[CH:26][CH:25]=[C:24]([CH3:28])[CH:23]=2)=[O:7])[C@H:9]([C:16]([NH:35][CH2:34][C:30]2[S:29][CH:33]=[CH:32][CH:31]=2)=[O:18])[CH2:10]1, predict the reactants needed to synthesize it. The reactants are: C(O[C:6]([N:8]1[CH2:12][C:11](=[N:13][O:14][CH3:15])[CH2:10][C@H:9]1[C:16]([OH:18])=O)=[O:7])(C)(C)C.[N:19]([C:22]1[CH:27]=[CH:26][CH:25]=[C:24]([CH3:28])[CH:23]=1)=C=O.[S:29]1[CH:33]=[CH:32][CH:31]=[C:30]1[CH2:34][NH2:35]. (2) Given the product [CH3:20][O:19][C:4]1[C:5]([O:10][CH2:11][O:12][CH2:13][CH2:14][Si:15]([CH3:18])([CH3:17])[CH3:16])=[C:6]([CH:9]=[C:2]([B:21]2[O:25][C:24]([CH3:27])([CH3:26])[C:23]([CH3:29])([CH3:28])[O:22]2)[CH:3]=1)[CH:7]=[O:8], predict the reactants needed to synthesize it. The reactants are: Br[C:2]1[CH:3]=[C:4]([O:19][CH3:20])[C:5]([O:10][CH2:11][O:12][CH2:13][CH2:14][Si:15]([CH3:18])([CH3:17])[CH3:16])=[C:6]([CH:9]=1)[CH:7]=[O:8].[B:21]1([B:21]2[O:25][C:24]([CH3:27])([CH3:26])[C:23]([CH3:29])([CH3:28])[O:22]2)[O:25][C:24]([CH3:27])([CH3:26])[C:23]([CH3:29])([CH3:28])[O:22]1.C([O-])(=O)C.[K+]. (3) Given the product [CH3:1][O:2][C:3]([C@@H:5]1[CH2:9][C@H:8]([Cl:38])[CH2:7][N:6]1[C:11]([O:13][C:14]([CH3:17])([CH3:16])[CH3:15])=[O:12])=[O:4], predict the reactants needed to synthesize it. The reactants are: [CH3:1][O:2][C:3]([C@@H:5]1[CH2:9][C@@H:8](O)[CH2:7][N:6]1[C:11]([O:13][C:14]([CH3:17])([CH3:16])[CH3:15])=[O:12])=[O:4].C1(P(C2C=CC=CC=2)C2C=CC=CC=2)C=CC=CC=1.C(Cl)(Cl)(Cl)[Cl:38].C([O-])([O-])=O.[Na+].[Na+]. (4) Given the product [Br:8][C:9]1[CH:10]=[C:11]([CH:17]=[CH:18][C:19]=1[O:20][CH2:4][O:3][CH3:7])[C:12]([O:14][CH2:15][CH3:16])=[O:13], predict the reactants needed to synthesize it. The reactants are: [H-].[Na+].[O:3]1[CH2:7]CC[CH2:4]1.[Br:8][C:9]1[CH:10]=[C:11]([CH:17]=[CH:18][C:19]=1[OH:20])[C:12]([O:14][CH2:15][CH3:16])=[O:13].COCCl. (5) Given the product [NH3:3].[CH3:8][OH:9].[CH2:10]([O:9][CH2:8][CH2:7][N:6]1[C:5]2[CH:12]=[CH:13][CH:14]=[CH:15][C:4]=2[N:3]=[C:2]1[N:16]1[CH2:22][CH2:21][CH2:20][NH:19][CH2:18][CH2:17]1)[CH3:11], predict the reactants needed to synthesize it. The reactants are: Cl[C:2]1[N:6]([CH2:7][CH2:8][O:9][CH2:10][CH3:11])[C:5]2[CH:12]=[CH:13][CH:14]=[CH:15][C:4]=2[N:3]=1.[NH:16]1[CH2:22][CH2:21][CH2:20][NH:19][CH2:18][CH2:17]1.N12CCCN=C1CCCCC2.N1C=CC=CC=1. (6) Given the product [NH2:27][CH:23]1[CH2:24][CH2:25][CH2:26][N:21]([C:18]2[N:19]=[CH:20][C:15]([NH:14][C:13]3[C:12]4[C:7](=[CH:8][CH:9]=[C:10]([C:35]5[CH:40]=[C:39]([F:41])[C:38]([OH:42])=[C:37]([Cl:43])[CH:36]=5)[CH:11]=4)[N:6]=[CH:5][C:4]=3[C:1](=[O:3])[CH3:2])=[CH:16][CH:17]=2)[CH2:22]1, predict the reactants needed to synthesize it. The reactants are: [C:1]([C:4]1[CH:5]=[N:6][C:7]2[C:12]([C:13]=1[NH:14][C:15]1[CH:16]=[CH:17][C:18]([N:21]3[CH2:26][CH2:25][CH2:24][CH:23]([NH:27]C(=O)OC(C)(C)C)[CH2:22]3)=[N:19][CH:20]=1)=[CH:11][C:10]([C:35]1[CH:40]=[C:39]([F:41])[C:38]([OH:42])=[C:37]([Cl:43])[CH:36]=1)=[CH:9][CH:8]=2)(=[O:3])[CH3:2].Cl.